Dataset: Full USPTO retrosynthesis dataset with 1.9M reactions from patents (1976-2016). Task: Predict the reactants needed to synthesize the given product. (1) Given the product [NH2:1][C@H:4]1[CH2:9][N:8]([C:10]([O:12][CH2:13][C:14]2[CH:19]=[CH:18][CH:17]=[CH:16][CH:15]=2)=[O:11])[C@H:7]([CH3:20])[CH2:6][CH2:5]1, predict the reactants needed to synthesize it. The reactants are: [N:1]([C@H:4]1[CH2:9][N:8]([C:10]([O:12][CH2:13][C:14]2[CH:19]=[CH:18][CH:17]=[CH:16][CH:15]=2)=[O:11])[C@H:7]([CH3:20])[CH2:6][CH2:5]1)=[N+]=[N-].CP(C)C. (2) The reactants are: [CH:1]1([OH:12])[CH:6]([OH:7])[CH:5]([OH:8])[CH:4]([OH:9])[CH:3]([OH:10])[CH:2]1[OH:11].B([O-])([O-])[O-].B([O-])([O-])[O-].B([O-])([O-])[O-].B([O-])([O-])[O-].[Na+].[Na+].[Na+].[Na+].[Na+].[Na+].[Na+].[Na+].[Na+].[Na+].[Na+].[Na+].B(OB([O-])[O-])([O-])[O-]. Given the product [C@@H:6]1([OH:7])[C@@H:5]([OH:8])[C@H:4]([OH:9])[C@@H:3]([OH:10])[C@H:2]([OH:11])[C@H:1]1[OH:12], predict the reactants needed to synthesize it. (3) Given the product [Cl:31][C:30]1[CH:29]=[CH:28][CH:27]=[C:26]([F:32])[C:25]=1[C:3]1[N:4]=[C:5]([C:7]2[S:8][C:9]([C:14]3[CH:15]=[CH:16][C:17]([O:20][C:21]([F:23])([F:24])[F:22])=[CH:18][CH:19]=3)=[C:10]([Br:13])[C:11]=2[CH3:12])[N:41]([CH2:39][CH3:40])[N:42]=1, predict the reactants needed to synthesize it. The reactants are: CS[C:3]([C:25]1[C:30]([Cl:31])=[CH:29][CH:28]=[CH:27][C:26]=1[F:32])=[N:4][C:5]([C:7]1[S:8][C:9]([C:14]2[CH:19]=[CH:18][C:17]([O:20][C:21]([F:24])([F:23])[F:22])=[CH:16][CH:15]=2)=[C:10]([Br:13])[C:11]=1[CH3:12])=O.C(O)(=O)C(O)=O.[CH2:39]([NH:41][NH2:42])[CH3:40]. (4) Given the product [Br:1][C:2]1[CH:7]=[CH:6][C:5]([CH2:8][NH:9][C:19](=[O:20])[C:18]2[CH:22]=[CH:23][C:15]([C:11]([CH3:13])([CH3:12])[CH3:14])=[CH:16][CH:17]=2)=[C:4]([F:10])[CH:3]=1, predict the reactants needed to synthesize it. The reactants are: [Br:1][C:2]1[CH:7]=[CH:6][C:5]([CH2:8][NH2:9])=[C:4]([F:10])[CH:3]=1.[C:11]([C:15]1[CH:23]=[CH:22][C:18]([C:19](O)=[O:20])=[CH:17][CH:16]=1)([CH3:14])([CH3:13])[CH3:12].C1C=CC2N(O)N=NC=2C=1.CCN=C=NCCCN(C)C.CCN(C(C)C)C(C)C. (5) Given the product [ClH:1].[F:9][C:7]1[CH:6]=[C:5]([C:10]2[C:18]3[C:13](=[CH:14][C:15]([O:19][CH2:20][CH2:21][CH:22]4[CH2:23][CH2:24][N:25]([S:28]([CH3:31])(=[O:29])=[O:30])[CH2:26][CH2:27]4)=[CH:16][CH:17]=3)[C:12](=[O:32])[C:11]=2[C:33]2[CH:34]=[N:35][C:36]3[C:37]([CH:38]=2)=[CH:52][CH:51]=[CH:50][CH:58]=3)[CH:4]=[C:3]([F:2])[CH:8]=1, predict the reactants needed to synthesize it. The reactants are: [ClH:1].[F:2][C:3]1[CH:4]=[C:5]([C:10]2[C:18]3[C:13](=[CH:14][C:15]([O:19][CH2:20][CH2:21][CH:22]4[CH2:27][CH2:26][N:25]([S:28]([CH3:31])(=[O:30])=[O:29])[CH2:24][CH2:23]4)=[CH:16][CH:17]=3)[C:12](=[O:32])[C:11]=2[C:33]2[CH:34]=[N:35][C:36](OC)=[CH:37][CH:38]=2)[CH:6]=[C:7]([F:9])[CH:8]=1.O1CCN(CCO[C:50]2[CH:58]=C3C(C([C:50]4[CH:58]=CC=[CH:52][CH:51]=4)=C(Br)C3=O)=[CH:52][CH:51]=2)CC1.N1C2C(=CC=CC=2)C=C(B(O)O)C=1. (6) Given the product [Cl:23][C:24]1[N:29]=[C:28]([N:7]2[CH2:8][CH:5]([O:4][C:3]3[CH:9]=[CH:10][C:11]([Cl:13])=[CH:12][C:2]=3[Cl:1])[CH2:6]2)[CH:27]=[CH:26][N:25]=1, predict the reactants needed to synthesize it. The reactants are: [Cl:1][C:2]1[CH:12]=[C:11]([Cl:13])[CH:10]=[CH:9][C:3]=1[O:4][CH:5]1[CH2:8][NH:7][CH2:6]1.C(N(CC)C(C)C)(C)C.[Cl:23][C:24]1[N:29]=[C:28](Cl)[CH:27]=[CH:26][N:25]=1. (7) Given the product [C:18]([O:17][C:15]([N:12]1[CH2:13][CH2:14][CH:9]([O:8][C:5]2[CH:6]=[N:7][C:2]([N:33]3[C:34]4[C:30](=[CH:29][C:28]([C:26](=[O:27])[NH:25][CH:22]5[CH2:24][CH2:23]5)=[CH:36][CH:35]=4)[CH:31]=[CH:32]3)=[CH:3][CH:4]=2)[CH2:10][CH2:11]1)=[O:16])([CH3:21])([CH3:20])[CH3:19], predict the reactants needed to synthesize it. The reactants are: Cl[C:2]1[N:7]=[CH:6][C:5]([O:8][CH:9]2[CH2:14][CH2:13][N:12]([C:15]([O:17][C:18]([CH3:21])([CH3:20])[CH3:19])=[O:16])[CH2:11][CH2:10]2)=[CH:4][CH:3]=1.[CH:22]1([NH:25][C:26]([C:28]2[CH:29]=[C:30]3[C:34](=[CH:35][CH:36]=2)[NH:33][CH:32]=[CH:31]3)=[O:27])[CH2:24][CH2:23]1.